This data is from Peptide-MHC class I binding affinity with 185,985 pairs from IEDB/IMGT. The task is: Regression. Given a peptide amino acid sequence and an MHC pseudo amino acid sequence, predict their binding affinity value. This is MHC class I binding data. (1) The peptide sequence is IPEFSRSILW. The MHC is Mamu-B17 with pseudo-sequence Mamu-B17. The binding affinity (normalized) is 0.552. (2) The peptide sequence is SSPNVSIII. The MHC is Mamu-A01 with pseudo-sequence Mamu-A01. The binding affinity (normalized) is 0.910. (3) The peptide sequence is GPASLPTAL. The MHC is HLA-A69:01 with pseudo-sequence HLA-A69:01. The binding affinity (normalized) is 0.342.